Dataset: Full USPTO retrosynthesis dataset with 1.9M reactions from patents (1976-2016). Task: Predict the reactants needed to synthesize the given product. (1) Given the product [CH2:27]([NH:30][C:5]1[N:6]([C:15]2[CH:20]=[CH:19][C:18]([O:21][CH2:22][C:23]([F:26])([F:25])[F:24])=[CH:17][CH:16]=2)[C:7](=[O:14])[C:8]2[CH:13]=[CH:12][NH:11][C:9]=2[N:10]=1)[CH2:28][CH3:29], predict the reactants needed to synthesize it. The reactants are: CS([C:5]1[N:6]([C:15]2[CH:20]=[CH:19][C:18]([O:21][CH2:22][C:23]([F:26])([F:25])[F:24])=[CH:17][CH:16]=2)[C:7](=[O:14])[C:8]2[CH:13]=[CH:12][NH:11][C:9]=2[N:10]=1)(=O)=O.[CH2:27]([NH2:30])[CH2:28][CH3:29]. (2) Given the product [Br:13][C:9]1[CH:10]=[C:11]2[C:2](=[C:3]([C:4]([O:6][CH3:7])=[O:5])[CH:8]=1)[NH:1][N:26]=[CH:12]2, predict the reactants needed to synthesize it. The reactants are: [NH2:1][C:2]1[C:11]([CH3:12])=[CH:10][C:9]([Br:13])=[CH:8][C:3]=1[C:4]([O:6][CH3:7])=[O:5].C(OC(=O)C)(=O)C.C([O-])(=O)C.[K+].[N:26](OCCC(C)C)=O.